Dataset: Catalyst prediction with 721,799 reactions and 888 catalyst types from USPTO. Task: Predict which catalyst facilitates the given reaction. (1) Reactant: [F:1][CH:2]([F:25])[C:3]1[CH:8]=[CH:7][C:6]([F:9])=[CH:5][C:4]=1[C@H:10]1[CH2:14][CH2:13][CH2:12][N:11]1[C:15]1[CH:20]=[CH:19][N:18]2[N:21]=[CH:22][C:23]([NH2:24])=[C:17]2[N:16]=1.C1N=CN([C:31]([N:33]2[CH:37]=N[CH:35]=[CH:34]2)=[O:32])C=1.Cl.N1CC([OH:43])C1.CCN(C(C)C)C(C)C. Product: [F:25][CH:2]([F:1])[C:3]1[CH:8]=[CH:7][C:6]([F:9])=[CH:5][C:4]=1[C@H:10]1[CH2:14][CH2:13][CH2:12][N:11]1[C:15]1[CH:20]=[CH:19][N:18]2[N:21]=[CH:22][C:23]([NH:24][C:31]([N:33]3[CH2:34][CH:35]([OH:43])[CH2:37]3)=[O:32])=[C:17]2[N:16]=1. The catalyst class is: 2. (2) Reactant: Br[CH2:2][C:3]#[CH:4].C(=O)([O-])[O-].[Cs+].[Cs+].[CH3:11][N:12]1[CH2:18][CH2:17][CH2:16][NH:15][CH2:14][CH2:13]1. Product: [CH3:11][N:12]1[CH2:4][CH2:3][CH2:2][N:15]([CH2:16][C:17]#[CH:18])[CH2:14][CH2:13]1. The catalyst class is: 21.